Task: Predict the reaction yield, written as a fraction of the theoretical maximum amount of product (1.0 means a 100% yield; for example, 0.34 means a 34% yield).. Dataset: Reaction yield outcomes from USPTO patents with 853,638 reactions (1) The reactants are [Cl:1][C:2]1[C:3]([CH3:18])=[C:4]([NH:10][C@H:11]([C@@H:15]([OH:17])[CH3:16])[C:12]([OH:14])=O)[CH:5]=[CH:6][C:7]=1[C:8]#[N:9].[Br:19][C:20]1[CH:29]=[CH:28][C:23]([C:24]([NH:26][NH2:27])=[O:25])=[CH:22][CH:21]=1.O.ON1C2C=CC=CC=2N=N1.Cl.CN(C)CCCN=C=NCC.CCN(CC)CC. The catalyst is C1COCC1. The product is [Br:19][C:20]1[CH:29]=[CH:28][C:23]([C:24]([NH:26][NH:27][C:12](=[O:14])[C@H:11]([NH:10][C:4]2[CH:5]=[CH:6][C:7]([C:8]#[N:9])=[C:2]([Cl:1])[C:3]=2[CH3:18])[C@@H:15]([OH:17])[CH3:16])=[O:25])=[CH:22][CH:21]=1. The yield is 0.760. (2) The reactants are [C:1](OC(=O)C)(=[O:3])[CH3:2].[NH2:8][CH:9]1[C:15](=[O:16])[N:14]2[CH:17]([C:21]([O:23][C:24]([CH3:27])([CH3:26])[CH3:25])=[O:22])[CH2:18][CH2:19][CH2:20][N:13]2[C:12](=[O:28])[CH2:11][CH2:10]1.C(N(C(C)C)CC)(C)C.C(Cl)Cl. The catalyst is CCOC(C)=O. The product is [C:1]([NH:8][C@@H:9]1[C:15](=[O:16])[N:14]2[C@H:17]([C:21]([O:23][C:24]([CH3:25])([CH3:27])[CH3:26])=[O:22])[CH2:18][CH2:19][CH2:20][N:13]2[C:12](=[O:28])[CH2:11][CH2:10]1)(=[O:3])[CH3:2]. The yield is 0.710. (3) The reactants are Cl[C:2]1[C:11]([O:12][CH3:13])=[N:10][C:9]2[C:4](=[CH:5][CH:6]=[C:7]([Cl:14])[CH:8]=2)[N:3]=1.[CH3:15][O:16][C:17]1[CH:24]=[C:23]([O:25][CH3:26])[CH:22]=[CH:21][C:18]=1[CH2:19][NH2:20].O. The catalyst is CS(C)=O. The product is [Cl:14][C:7]1[CH:8]=[C:9]2[C:4](=[CH:5][CH:6]=1)[N:3]=[C:2]([NH:20][CH2:19][C:18]1[CH:21]=[CH:22][C:23]([O:25][CH3:26])=[CH:24][C:17]=1[O:16][CH3:15])[C:11]([O:12][CH3:13])=[N:10]2. The yield is 0.780. (4) The reactants are F[P-](F)(F)(F)(F)F.N1(O[P+](N2CCCC2)(N2CCCC2)N2CCCC2)C2C=CC=CC=2N=N1.Cl.[NH2:35][CH2:36][C:37]1[NH:38][C:39]([C:45]2[CH:54]=[CH:53][CH:52]=[C:51]3[C:46]=2[N:47]=[C:48]([NH:56][CH2:57][C:58]([F:61])([F:60])[F:59])[C:49]([CH3:55])=[N:50]3)=[CH:40][C:41]=1[C:42]([OH:44])=O.CCN(C(C)C)C(C)C. The catalyst is C(Cl)Cl.CN(C=O)C. The product is [CH3:55][C:49]1[C:48]([NH:56][CH2:57][C:58]([F:61])([F:60])[F:59])=[N:47][C:46]2[C:51](=[CH:52][CH:53]=[CH:54][C:45]=2[C:39]2[NH:38][C:37]3[CH2:36][NH:35][C:42](=[O:44])[C:41]=3[CH:40]=2)[N:50]=1. The yield is 0.220. (5) The product is [C:18]([C:22]1[CH:27]=[C:26]([CH:28]=[CH:29][C:2]2[CH:7]=[C:6]([CH3:8])[C:5]([C:9]3[C:14]([CH3:15])=[CH:13][N:12]=[CH:11][C:10]=3[CH3:16])=[C:4]([CH3:17])[CH:3]=2)[CH:25]=[C:24]([C:30]([CH3:33])([CH3:32])[CH3:31])[C:23]=1[OH:34])([CH3:21])([CH3:20])[CH3:19]. The reactants are I[C:2]1[CH:7]=[C:6]([CH3:8])[C:5]([C:9]2[C:14]([CH3:15])=[CH:13][N:12]=[CH:11][C:10]=2[CH3:16])=[C:4]([CH3:17])[CH:3]=1.[C:18]([C:22]1[CH:27]=[C:26]([CH:28]=[CH2:29])[CH:25]=[C:24]([C:30]([CH3:33])([CH3:32])[CH3:31])[C:23]=1[OH:34])([CH3:21])([CH3:20])[CH3:19].C1C=CC(P(C2C=CC=CC=2)C2C=CC=CC=2)=CC=1. The catalyst is CC([O-])=O.CC([O-])=O.[Pd+2]. The yield is 0.912. (6) The reactants are [Br:1][C:2]1[S:3][CH:4]=[C:5]([CH2:7][NH:8][C:9]2[CH:14]=[CH:13][C:12]([F:15])=[CH:11][CH:10]=2)[N:6]=1.C(N(C(C)C)CC)(C)C.[CH3:25][C:26]([CH3:31])([CH3:30])[C:27](Cl)=[O:28]. The catalyst is O1CCCC1. The product is [Br:1][C:2]1[S:3][CH:4]=[C:5]([CH2:7][N:8]([C:9]2[CH:14]=[CH:13][C:12]([F:15])=[CH:11][CH:10]=2)[C:27](=[O:28])[C:26]([CH3:31])([CH3:30])[CH3:25])[N:6]=1. The yield is 0.690. (7) The reactants are [CH3:1][C:2]1([OH:12])[CH2:11][CH2:10][C:5]2(OCC[O:6]2)[CH2:4][CH2:3]1.Cl.C([O-])([O-])=O.[K+].[K+]. The catalyst is C1COCC1. The product is [OH:12][C:2]1([CH3:1])[CH2:11][CH2:10][C:5](=[O:6])[CH2:4][CH2:3]1. The yield is 0.867.